Dataset: Reaction yield outcomes from USPTO patents with 853,638 reactions. Task: Predict the reaction yield, written as a fraction of the theoretical maximum amount of product (1.0 means a 100% yield; for example, 0.34 means a 34% yield). (1) The reactants are [Cl:1][C:2]1[CH:3]=[C:4]2[C:8](=[CH:9][CH:10]=1)[NH:7][CH:6]=[CH:5]2.[CH3:11]C1C2C(=CC=CC=2)NC=1. No catalyst specified. The product is [Cl:1][C:2]1[CH:3]=[C:4]2[C:8](=[CH:9][CH:10]=1)[N:7]([CH3:11])[CH:6]=[CH:5]2. The yield is 0.910. (2) The reactants are OC(C)(C)C[O:4][C@H:5]1[CH2:10][CH2:9][C@H:8]([N:11]2[C:16](=[O:17])[C:15]([CH2:18][C:19]3[CH:24]=[CH:23][C:22]([C:25]4[C:26]([C:31]#[N:32])=[CH:27][CH:28]=[CH:29][CH:30]=4)=[CH:21][CH:20]=3)=[C:14]([CH2:33][CH2:34][CH3:35])[N:13]3[N:36]=[C:37]([CH3:39])[N:38]=[C:12]23)[CH2:7][CH2:6]1.[CH2:47]([Sn](=O)[CH2:47][CH2:48][CH2:49][CH3:50])[CH2:48][CH2:49][CH3:50].[N:52]([Si](C)(C)C)=[N+:53]=[N-:54].[F-].C([N+](CC[CH2:75][CH3:76])(CCCC)CCCC)CCC.Cl.C(OCC)(=[O:80])C. The catalyst is O1CCCC1.C1(C)C=CC=CC=1. The product is [CH2:75]([C:48]([OH:80])([CH2:49][CH3:50])[CH2:47][O:4][C@H:5]1[CH2:6][CH2:7][C@H:8]([N:11]2[C:16](=[O:17])[C:15]([CH2:18][C:19]3[CH:24]=[CH:23][C:22]([C:25]4[CH:30]=[CH:29][CH:28]=[CH:27][C:26]=4[C:31]4[NH:32][N:54]=[N:53][N:52]=4)=[CH:21][CH:20]=3)=[C:14]([CH2:33][CH2:34][CH3:35])[N:13]3[N:36]=[C:37]([CH3:39])[N:38]=[C:12]23)[CH2:9][CH2:10]1)[CH3:76]. The yield is 0.320. (3) The reactants are [Cl:1][C:2]1[C:10]2[C:5](=[CH:6][C:7]([S:11]([N:14]3[CH2:19][C:18](=[O:20])[N:17]([CH2:21][CH:22]4[CH2:27][CH2:26][N:25]([C:28]5[CH:33]=[CH:32][C:31](=[O:34])[N:30]([CH3:35])[N:29]=5)[CH2:24][CH2:23]4)[CH:16]([C:36](O)=[O:37])[CH2:15]3)(=[O:13])=[O:12])=[CH:8][CH:9]=2)[NH:4][CH:3]=1.[CH2:39]([N:41](CC)CC)[CH3:40].Cl.C(N)C.F[P-](F)(F)(F)(F)F.N1(O[P+](N2CCCC2)(N2CCCC2)N2CCCC2)C2C=CC=CC=2N=N1. The catalyst is CN(C)C=O.C(OCC)(=O)C. The product is [CH2:39]([NH:41][C:36]([CH:16]1[CH2:15][N:14]([S:11]([C:7]2[CH:6]=[C:5]3[C:10]([C:2]([Cl:1])=[CH:3][NH:4]3)=[CH:9][CH:8]=2)(=[O:12])=[O:13])[CH2:19][C:18](=[O:20])[N:17]1[CH2:21][CH:22]1[CH2:27][CH2:26][N:25]([C:28]2[CH:33]=[CH:32][C:31](=[O:34])[N:30]([CH3:35])[N:29]=2)[CH2:24][CH2:23]1)=[O:37])[CH3:40]. The yield is 0.450. (4) The reactants are [CH3:1][N:2]1[CH2:7][CH2:6][N:5]([C:8]2[CH:9]=[CH:10][C:11]([N+:15]([O-])=O)=[C:12]([CH:14]=2)[NH2:13])[CH2:4][CH2:3]1.Cl.C(O[C:22](=N)[CH2:23][C:24]([O:26][CH2:27][CH3:28])=[O:25])C.Cl.[OH-].[Na+]. No catalyst specified. The product is [CH2:27]([O:26][C:24](=[O:25])[CH2:23][C:22]1[NH:13][C:12]2[CH:14]=[C:8]([N:5]3[CH2:6][CH2:7][N:2]([CH3:1])[CH2:3][CH2:4]3)[CH:9]=[CH:10][C:11]=2[N:15]=1)[CH3:28]. The yield is 0.741. (5) The reactants are [Br:1][C:2]1[CH:3]=[C:4]2[C:8](=[CH:9][CH:10]=1)[NH:7][C:6](=[O:11])[C:5]2=O.[NH:13]([C:15](=[O:28])[CH2:16][O:17][C:18]1[CH:19]=[C:20]([CH:25]=[CH:26][CH:27]=1)[C:21]([O:23][CH3:24])=[O:22])[NH2:14]. The catalyst is C(O)(=O)C. The product is [Br:1][C:2]1[CH:3]=[C:4]2[C:8](=[CH:9][CH:10]=1)[NH:7][C:6](=[O:11])[C:5]2=[N:14][NH:13][C:15](=[O:28])[CH2:16][O:17][C:18]1[CH:19]=[C:20]([CH:25]=[CH:26][CH:27]=1)[C:21]([O:23][CH3:24])=[O:22]. The yield is 0.340. (6) The reactants are C(N(C(C)C)CC)(C)C.FC(F)(F)C(O)=O.[CH3:17][O:18][C:19](=[O:38])[CH2:20][C:21]1[CH:30]=[C:29]([CH:31]2[CH2:36][CH2:35][NH:34][CH2:33][CH2:32]2)[C:28]2[C:23](=[CH:24][CH:25]=[C:26]([F:37])[CH:27]=2)[CH:22]=1.[C:39]1([CH3:49])[CH:44]=[CH:43][C:42]([S:45](Cl)(=[O:47])=[O:46])=[CH:41][CH:40]=1. The product is [CH3:17][O:18][C:19](=[O:38])[CH2:20][C:21]1[CH:30]=[C:29]([CH:31]2[CH2:36][CH2:35][N:34]([S:45]([C:42]3[CH:43]=[CH:44][C:39]([CH3:49])=[CH:40][CH:41]=3)(=[O:47])=[O:46])[CH2:33][CH2:32]2)[C:28]2[C:23](=[CH:24][CH:25]=[C:26]([F:37])[CH:27]=2)[CH:22]=1. The yield is 0.460. The catalyst is O1CCCC1. (7) The reactants are Br[C:2]1[CH:23]=[CH:22][C:5]2[C:6]3[N:10]([CH2:11][CH2:12][O:13][C:4]=2[CH:3]=1)[CH:9]=[C:8]([C:14]1[N:15]([CH:19]([CH3:21])[CH3:20])[N:16]=[CH:17][N:18]=1)[N:7]=3.[CH3:24][C:25]([OH:42])([CH3:41])[CH2:26][N:27]1[CH:31]=[C:30](B2OC(C)(C)C(C)(C)O2)[CH:29]=[N:28]1.C(=O)([O-])[O-].[Cs+].[Cs+].ClCCl. The catalyst is O1CCOCC1.O.C1C=CC(P(C2C=CC=CC=2)[C-]2C=CC=C2)=CC=1.C1C=CC(P(C2C=CC=CC=2)[C-]2C=CC=C2)=CC=1.Cl[Pd]Cl.[Fe+2]. The product is [CH:19]([N:15]1[C:14]([C:8]2[N:7]=[C:6]3[C:5]4[CH:22]=[CH:23][C:2]([C:30]5[CH:29]=[N:28][N:27]([CH2:26][C:25]([CH3:41])([OH:42])[CH3:24])[CH:31]=5)=[CH:3][C:4]=4[O:13][CH2:12][CH2:11][N:10]3[CH:9]=2)=[N:18][CH:17]=[N:16]1)([CH3:21])[CH3:20]. The yield is 0.730. (8) The reactants are [Cl-].O[NH3+:3].[C:4](=[O:7])([O-])[OH:5].[Na+].[CH2:9]([C:13]1[N:18]2[N:19]=[CH:20][N:21]=[C:17]2[N:16](COC)[C:15](=[O:25])[C:14]=1[CH2:26][C:27]1[C:32]([F:33])=[CH:31][C:30]([C:34]2[C:35]([C:40]#[N:41])=[CH:36][CH:37]=[CH:38][CH:39]=2)=[CH:29][C:28]=1[F:42])[CH2:10][CH2:11][CH3:12].B(Br)(Br)Br. The catalyst is C(OCC)(=O)C.C(Cl)Cl.O.CS(C)=O. The product is [CH2:9]([C:13]1[N:18]2[N:19]=[CH:20][N:21]=[C:17]2[NH:16][C:15](=[O:25])[C:14]=1[CH2:26][C:27]1[C:32]([F:33])=[CH:31][C:30]([C:34]2[CH:39]=[CH:38][CH:37]=[CH:36][C:35]=2[C:40]2[NH:3][C:4](=[O:7])[O:5][N:41]=2)=[CH:29][C:28]=1[F:42])[CH2:10][CH2:11][CH3:12]. The yield is 0.0700.